From a dataset of Forward reaction prediction with 1.9M reactions from USPTO patents (1976-2016). Predict the product of the given reaction. (1) Given the reactants Cl[C:2]1[CH:7]=[C:6]([NH:8][CH:9]2[CH2:11][CH2:10]2)[N:5]2[N:12]=[CH:13][C:14](/[CH:15]=[C:16]3/[C:17](=[O:22])[NH:18][C:19](=[O:21])[NH:20]/3)=[C:4]2[N:3]=1.[NH2:23][C:24]1[CH:25]=[C:26]([NH:30][C:31](=[O:33])[CH3:32])[CH:27]=[CH:28][CH:29]=1.C([O-])([O-])=O.[Cs+].[Cs+].O, predict the reaction product. The product is: [CH:9]1([NH:8][C:6]2[N:5]3[N:12]=[CH:13][C:14](/[CH:15]=[C:16]4\[NH:20][C:19](=[O:21])[NH:18][C:17]\4=[O:22])=[C:4]3[N:3]=[C:2]([NH:23][C:24]3[CH:25]=[C:26]([NH:30][C:31](=[O:33])[CH3:32])[CH:27]=[CH:28][CH:29]=3)[CH:7]=2)[CH2:11][CH2:10]1. (2) Given the reactants Br[C:2]1[C:3]2[C:4]3[CH:17]=[CH:16][S:15][C:5]=3[C:6](=[O:14])[NH:7][C:8]=2[CH:9]=[CH:10][C:11]=1[O:12][CH3:13].CC1(C)C(C)(C)OB([C:26]2[CH:31]=[CH:30][C:29]([C@@H:32]([NH:35][C:36](=[O:42])[O:37][C:38]([CH3:41])([CH3:40])[CH3:39])[CH2:33][CH3:34])=[CH:28][CH:27]=2)O1, predict the reaction product. The product is: [CH3:13][O:12][C:11]1[CH:10]=[CH:9][C:8]2[NH:7][C:6](=[O:14])[C:5]3[S:15][CH:16]=[CH:17][C:4]=3[C:3]=2[C:2]=1[C:26]1[CH:27]=[CH:28][C:29]([C@@H:32]([NH:35][C:36](=[O:42])[O:37][C:38]([CH3:41])([CH3:40])[CH3:39])[CH2:33][CH3:34])=[CH:30][CH:31]=1. (3) Given the reactants [F:1][C:2]1[CH:7]=[C:6]([F:8])[CH:5]=[CH:4][C:3]=1[CH:9]([C:22]1[CH:27]=[CH:26][C:25]([F:28])=[CH:24][CH:23]=1)[C:10]1[C:18]2[C:13](=[C:14]([CH2:19][S:20][CH3:21])[CH:15]=[CH:16][CH:17]=2)[NH:12][CH:11]=1.ClCCl.ClC1C=CC=C(C(OO)=[O:40])C=1, predict the reaction product. The product is: [F:1][C:2]1[CH:7]=[C:6]([F:8])[CH:5]=[CH:4][C:3]=1[CH:9]([C:22]1[CH:23]=[CH:24][C:25]([F:28])=[CH:26][CH:27]=1)[C:10]1[C:18]2[C:13](=[C:14]([CH2:19][S:20]([CH3:21])=[O:40])[CH:15]=[CH:16][CH:17]=2)[NH:12][CH:11]=1. (4) The product is: [Br:1][C:2]1[CH:3]=[N:4][C:5](=[O:8])[N:6]([CH2:10][CH2:11][O:12][Si:13]([C:16]([CH3:19])([CH3:18])[CH3:17])([CH3:15])[CH3:14])[CH:7]=1. Given the reactants [Br:1][C:2]1[CH:3]=[N:4][C:5](=[O:8])[NH:6][CH:7]=1.Br[CH2:10][CH2:11][O:12][Si:13]([C:16]([CH3:19])([CH3:18])[CH3:17])([CH3:15])[CH3:14].C(=O)([O-])[O-].[Cs+].[Cs+].C([O-])(O)=O.[Na+], predict the reaction product. (5) Given the reactants [OH:1][C:2]1[CH:7]=[C:6]([O:8][CH:9]([C:11]([O:13][CH3:14])=[O:12])[CH3:10])[CH:5]=[CH:4][C:3]=1[C:15]1[N:20]=[C:19]([C:21]2[CH:26]=[CH:25][C:24]([O:27][CH:28]([C:30]([O:32][CH3:33])=[O:31])[CH3:29])=[CH:23][C:22]=2[OH:34])[N:18]=[C:17]([C:35]2[CH:40]=[CH:39][C:38]([O:41][CH:42]([C:44]([O:46][CH3:47])=[O:45])[CH3:43])=[CH:37][C:36]=2[OH:48])[N:16]=1.O.[C:50]1([CH3:60])[CH:55]=[CH:54][C:53](S(O)(=O)=O)=[CH:52][CH:51]=1.C(O)[CH2:62][CH2:63][CH2:64][CH2:65][CH2:66][CH2:67][CH3:68].CO, predict the reaction product. The product is: [OH:1][C:2]1[CH:7]=[C:6]([O:8][CH:9]([C:11]([O:13][CH2:14][CH2:15][CH2:3][CH2:2][CH2:7][CH2:6][CH2:5][CH3:4])=[O:12])[CH3:10])[CH:5]=[CH:4][C:3]=1[C:15]1[N:20]=[C:19]([C:21]2[CH:26]=[CH:25][C:24]([O:27][CH:28]([C:30]([O:32][CH2:33][CH2:68][CH2:67][CH2:66][CH2:65][CH2:64][CH2:63][CH3:62])=[O:31])[CH3:29])=[CH:23][C:22]=2[OH:34])[N:18]=[C:17]([C:35]2[CH:40]=[CH:39][C:38]([O:41][CH:42]([C:44]([O:46][CH2:47][CH2:60][CH2:50][CH2:55][CH2:54][CH2:53][CH2:52][CH3:51])=[O:45])[CH3:43])=[CH:37][C:36]=2[OH:48])[N:16]=1. (6) Given the reactants C(OC([NH:8][C@H:9]([C:13]([OH:15])=[O:14])[CH:10]([CH3:12])[CH3:11])=O)(C)(C)C.C1C=CC2N(O)N=NC=2C=1.CCN=C=NCCCN(C)C.C(Cl)Cl.[CH3:40][C:41]1[O:45][C:44](=[O:46])[O:43][C:42]=1[CH2:47][O:48][C:49](=[O:77])[C@@:50]([CH2:75]O)([CH3:74])[CH2:51][C@H:52]([NH:66][C:67]([C:69]1[NH:70][N:71]=[N:72][CH:73]=1)=[O:68])[CH2:53][C:54]1[CH:59]=[CH:58][C:57]([C:60]2[CH:65]=[CH:64][CH:63]=[CH:62][CH:61]=2)=[CH:56][CH:55]=1.CN1CCOCC1, predict the reaction product. The product is: [CH3:40][C:41]1[O:45][C:44](=[O:46])[O:43][C:42]=1[CH2:47][O:48][C:49](=[O:77])[C@@:50]([CH2:75][O:15][C:13](=[O:14])[C@@H:9]([NH2:8])[CH:10]([CH3:11])[CH3:12])([CH3:74])[CH2:51][C@H:52]([NH:66][C:67]([C:69]1[NH:70][N:71]=[N:72][CH:73]=1)=[O:68])[CH2:53][C:54]1[CH:55]=[CH:56][C:57]([C:60]2[CH:65]=[CH:64][CH:63]=[CH:62][CH:61]=2)=[CH:58][CH:59]=1. (7) Given the reactants [Cl:1][CH2:2][CH:3]1[C:11]2[C:10]3[CH:12]=[CH:13][CH:14]=[CH:15][C:9]=3[CH:8]=[CH:7][C:6]=2[N:5]([C:16](=[O:21])[C:17]([F:20])([F:19])[F:18])[CH2:4]1.[Cl:22][S:23](O)(=[O:25])=[O:24], predict the reaction product. The product is: [Cl:1][CH2:2][CH:3]1[C:11]2[C:10]3[CH:12]=[CH:13][C:14]([S:23]([Cl:22])(=[O:25])=[O:24])=[CH:15][C:9]=3[CH:8]=[CH:7][C:6]=2[N:5]([C:16](=[O:21])[C:17]([F:20])([F:18])[F:19])[CH2:4]1. (8) Given the reactants [F:1][C:2]1[C:3]([C:9]2[CH:10]=[C:11]([C:16]3[CH:21]=[N:20][NH:19][C:18](=O)[CH:17]=3)[CH:12]=[CH:13][C:14]=2[F:15])=[N:4][CH:5]=[C:6]([F:8])[CH:7]=1.C(=O)([O-])O.[Na+].P(Cl)(Cl)([Cl:30])=O, predict the reaction product. The product is: [Cl:30][C:18]1[N:19]=[N:20][CH:21]=[C:16]([C:11]2[CH:12]=[CH:13][C:14]([F:15])=[C:9]([C:3]3[C:2]([F:1])=[CH:7][C:6]([F:8])=[CH:5][N:4]=3)[CH:10]=2)[CH:17]=1. (9) Given the reactants [OH:1][C:2]1[CH:7]=[CH:6][C:5]([CH2:8][CH2:9][CH2:10][O:11][C:12]2[CH:21]=[CH:20][C:15]([C:16]([O:18][CH3:19])=[O:17])=[CH:14][C:13]=2[C:22]([NH:24][CH:25]2[CH2:30][CH2:29][CH2:28][CH:27]([C:31]([O:33][CH3:34])=[O:32])[CH2:26]2)=[O:23])=[CH:4][CH:3]=1.Cl[CH2:36][C:37]1[CH:42]=[CH:41][C:40]([O:43][C:44]([F:47])([F:46])[F:45])=[CH:39][CH:38]=1, predict the reaction product. The product is: [CH3:34][O:33][C:31]([CH:27]1[CH2:28][CH2:29][CH2:30][CH:25]([NH:24][C:22]([C:13]2[CH:14]=[C:15]([CH:20]=[CH:21][C:12]=2[O:11][CH2:10][CH2:9][CH2:8][C:5]2[CH:6]=[CH:7][C:2]([O:1][CH2:36][C:37]3[CH:42]=[CH:41][C:40]([O:43][C:44]([F:45])([F:46])[F:47])=[CH:39][CH:38]=3)=[CH:3][CH:4]=2)[C:16]([O:18][CH3:19])=[O:17])=[O:23])[CH2:26]1)=[O:32]. (10) Given the reactants [NH2:1][C:2]1[C:3]([C:17]([O:19][CH3:20])=[O:18])=[N:4][C:5](B2OC(C)(C)C(C)(C)O2)=[CH:6][N:7]=1.Br[C:22]1[C:27]([F:28])=[CH:26][CH:25]=[CH:24][N:23]=1.C(=O)([O-])[O-].[Cs+].[Cs+], predict the reaction product. The product is: [NH2:1][C:2]1[C:3]([C:17]([O:19][CH3:20])=[O:18])=[N:4][C:5]([C:22]2[C:27]([F:28])=[CH:26][CH:25]=[CH:24][N:23]=2)=[CH:6][N:7]=1.